From a dataset of Catalyst prediction with 721,799 reactions and 888 catalyst types from USPTO. Predict which catalyst facilitates the given reaction. (1) Reactant: Br[C:2]1[CH:3]=[C:4]2[C:9](=[CH:10][CH:11]=1)[C:8](=[O:12])[N:7]([CH2:13][CH2:14][N:15]1[CH2:19][CH2:18][CH2:17][CH2:16]1)[CH2:6][CH2:5]2.CN(C)CCN.[I-:26].[Na+].O1CCOCC1. Product: [I:26][C:2]1[CH:3]=[C:4]2[C:9](=[CH:10][CH:11]=1)[C:8](=[O:12])[N:7]([CH2:13][CH2:14][N:15]1[CH2:19][CH2:18][CH2:17][CH2:16]1)[CH2:6][CH2:5]2. The catalyst class is: 471. (2) Reactant: [N:1]1[C:10]2[C:5](=[CH:6][C:7]([CH2:11][C:12]([OH:14])=O)=[CH:8][CH:9]=2)[CH:4]=[CH:3][CH:2]=1.C1N=CN(C(N2C=NC=C2)=O)C=1.CS(O)(=O)=O.[NH2:32][CH2:33][C:34]1[CH:35]=[C:36]2[C:40](=[CH:41][CH:42]=1)[C:39](=[O:43])[N:38]([CH:44]1[CH2:49][CH2:48][C:47](=[O:50])[NH:46][C:45]1=[O:51])[CH2:37]2.O. Product: [O:51]=[C:45]1[CH:44]([N:38]2[CH2:37][C:36]3[C:40](=[CH:41][CH:42]=[C:34]([CH2:33][NH:32][C:12](=[O:14])[CH2:11][C:7]4[CH:6]=[C:5]5[C:10](=[CH:9][CH:8]=4)[N:1]=[CH:2][CH:3]=[CH:4]5)[CH:35]=3)[C:39]2=[O:43])[CH2:49][CH2:48][C:47](=[O:50])[NH:46]1. The catalyst class is: 3. (3) Reactant: Br[CH2:2][C:3]1[C:8]([C:9]#[N:10])=[CH:7][C:6]([CH2:11]Br)=[C:5]([C:13]#[N:14])[CH:4]=1.[P:15]([O:22]CC)([O:19][CH2:20][CH3:21])[O:16][CH2:17][CH3:18]. Product: [CH2:17]([O:16][P:15]([CH2:2][C:3]1[C:8]([C:9]#[N:10])=[CH:7][C:6]([CH2:11][P:15]([O:16][CH2:17][CH3:18])([O:19][CH2:20][CH3:21])=[O:22])=[C:5]([C:13]#[N:14])[CH:4]=1)([O:19][CH2:20][CH3:21])=[O:22])[CH3:18]. The catalyst class is: 11. (4) The catalyst class is: 4. Product: [CH3:1][O:2][C:3](=[O:11])[C:4]1[CH:9]=[CH:8][CH:7]=[CH:6][C:5]=1[NH:10][C:16](=[O:17])[C:15]1[CH:19]=[CH:20][C:21]([Br:22])=[C:13]([CH3:12])[CH:14]=1. Reactant: [CH3:1][O:2][C:3](=[O:11])[C:4]1[CH:9]=[CH:8][CH:7]=[CH:6][C:5]=1[NH2:10].[CH3:12][C:13]1[CH:14]=[C:15]([CH:19]=[CH:20][C:21]=1[Br:22])[C:16](Cl)=[O:17].C(N(CC)CC)C. (5) Reactant: [Cl:1][C:2]1[C:7]([F:8])=[CH:6][N:5]=[C:4]([NH:9]C(=O)C(C)(C)C)[C:3]=1[C:16]#[C:17][CH:18]1[CH2:23][CH2:22][N:21]([C:24]([O:26][C:27]([CH3:30])([CH3:29])[CH3:28])=[O:25])[CH2:20][CH2:19]1.C1OCCOCCOCCOCCOCCOC1.CC([O-])(C)C.[K+].O. Product: [Cl:1][C:2]1[C:7]([F:8])=[CH:6][N:5]=[C:4]2[NH:9][C:17]([CH:18]3[CH2:23][CH2:22][N:21]([C:24]([O:26][C:27]([CH3:30])([CH3:29])[CH3:28])=[O:25])[CH2:20][CH2:19]3)=[CH:16][C:3]=12. The catalyst class is: 107. (6) Reactant: [CH3:1][O:2][C:3]1[CH:4]=[C:5]2[C:10](=[CH:11][CH:12]=1)[C:9](=[O:13])[CH2:8][CH:7]([CH3:14])[CH2:6]2.[C:15](OC)(=[O:20])[C:16]([O:18][CH3:19])=[O:17].C[O-].[Na+].Cl. Product: [OH:20]/[C:15](=[C:8]1\[C:9](=[O:13])[C:10]2[C:5]([CH2:6][CH:7]\1[CH3:14])=[CH:4][C:3]([O:2][CH3:1])=[CH:12][CH:11]=2)/[C:16]([O:18][CH3:19])=[O:17]. The catalyst class is: 798. (7) Reactant: Br[C:2]1[CH:3]=[C:4]2[C:9]([NH:10][C@H:11]3[CH2:16][CH2:15][CH2:14][N:13]([C:17]([O:19][C:20]([CH3:23])([CH3:22])[CH3:21])=[O:18])[CH2:12]3)=[C:8]([C:24](=[O:26])[NH2:25])[CH:7]=[N:6][N:5]2[CH:27]=1.[C:28]1(B(O)O)[CH:33]=[CH:32][CH:31]=[CH:30][CH:29]=1.[O-]P([O-])([O-])=O.[K+].[K+].[K+].C(OCC)(=O)C. Product: [C:24]([C:8]1[CH:7]=[N:6][N:5]2[CH:27]=[C:2]([C:28]3[CH:33]=[CH:32][CH:31]=[CH:30][CH:29]=3)[CH:3]=[C:4]2[C:9]=1[NH:10][C@H:11]1[CH2:16][CH2:15][CH2:14][N:13]([C:17]([O:19][C:20]([CH3:23])([CH3:22])[CH3:21])=[O:18])[CH2:12]1)(=[O:26])[NH2:25]. The catalyst class is: 151. (8) Reactant: [CH:1]1([CH2:4][O:5][C:6]2[N:11]=[C:10]([C:12]([NH:14][C@@H:15]([CH2:19][CH:20]([CH3:22])[CH3:21])[C:16](O)=[O:17])=[O:13])[CH:9]=[N:8][C:7]=2[N:23]2[CH2:26][C:25]([F:28])([F:27])[CH2:24]2)[CH2:3][CH2:2]1.CN(C(ON1N=NC2C=CC=CC1=2)=[N+](C)C)C.[B-](F)(F)(F)F.CCN(C(C)C)C(C)C.Cl.[F:61][C:62]([F:66])([F:65])[CH2:63][NH2:64]. Product: [CH3:22][CH:20]([CH3:21])[CH2:19][C@H:15]([NH:14][C:12]([C:10]1[CH:9]=[N:8][C:7]([N:23]2[CH2:26][C:25]([F:27])([F:28])[CH2:24]2)=[C:6]([O:5][CH2:4][CH:1]2[CH2:2][CH2:3]2)[N:11]=1)=[O:13])[C:16](=[O:17])[NH:64][CH2:63][C:62]([F:66])([F:65])[F:61]. The catalyst class is: 3. (9) The catalyst class is: 50. Product: [CH2:1]([C:8]1[N:13]=[N:12][C:11]([CH:14]2[CH2:19][CH2:18][N:17]([C:20]3[N:21]=[CH:22][C:23]([C:26]([O:28][CH3:29])=[O:27])=[N:24][CH:25]=3)[CH2:16][CH2:15]2)=[C:10]([CH3:30])[C:9]=1[CH3:31])[C:2]1[CH:7]=[CH:6][CH:5]=[CH:4][CH:3]=1. Reactant: [CH2:1]([C:8]1[N:13]=[N:12][C:11]([C:14]2[CH2:19][CH2:18][N:17]([C:20]3[N:21]=[CH:22][C:23]([C:26]([O:28][CH3:29])=[O:27])=[N:24][CH:25]=3)[CH2:16][CH:15]=2)=[C:10]([CH3:30])[C:9]=1[CH3:31])[C:2]1[CH:7]=[CH:6][CH:5]=[CH:4][CH:3]=1.